From a dataset of CYP2C9 inhibition data for predicting drug metabolism from PubChem BioAssay. Regression/Classification. Given a drug SMILES string, predict its absorption, distribution, metabolism, or excretion properties. Task type varies by dataset: regression for continuous measurements (e.g., permeability, clearance, half-life) or binary classification for categorical outcomes (e.g., BBB penetration, CYP inhibition). Dataset: cyp2c9_veith. (1) The molecule is CC(=O)NNc1cccc(Cl)n1. The result is 0 (non-inhibitor). (2) The compound is O=C(NCCN1CCOCC1)c1csc2c1CCCCC2. The result is 0 (non-inhibitor). (3) The compound is CC[C@@H](CS(=O)(=O)O)[N+](=O)[O-]. The result is 0 (non-inhibitor). (4) The molecule is O=C(NCc1ccccn1)[C@@H]1C[C@H]1[C@@H](NP(=O)(c1ccccc1)c1ccccc1)c1ccccc1. The result is 0 (non-inhibitor). (5) The result is 1 (inhibitor). The drug is O=C(CCCNC(=O)/C(=C\c1ccccc1F)NC(=O)c1ccccc1)OCc1ccccc1.